From a dataset of Forward reaction prediction with 1.9M reactions from USPTO patents (1976-2016). Predict the product of the given reaction. Given the reactants FC(F)(F)S(O[C:7]1[C:11]2[C:12]([O:16][CH3:17])=[N:13][CH:14]=[CH:15][C:10]=2[N:9]([C:18]([CH3:21])([CH3:20])[CH3:19])[N:8]=1)(=O)=O.O.[CH3:25][N:26](C)C=O, predict the reaction product. The product is: [C:18]([N:9]1[C:10]2[CH:15]=[CH:14][N:13]=[C:12]([O:16][CH3:17])[C:11]=2[C:7]([C:25]#[N:26])=[N:8]1)([CH3:21])([CH3:20])[CH3:19].